The task is: Predict which catalyst facilitates the given reaction.. This data is from Catalyst prediction with 721,799 reactions and 888 catalyst types from USPTO. Reactant: [C:1]12([NH:11][S:12]([C:15]3[CH:20]=[CH:19][C:18](Br)=[CH:17][N:16]=3)(=[O:14])=[O:13])[CH2:10][CH:5]3[CH2:6][CH:7]([CH2:9][CH:3]([CH2:4]3)[CH2:2]1)[CH2:8]2.[B:22]1([B:22]2[O:26][C:25]([CH3:28])([CH3:27])[C:24]([CH3:30])([CH3:29])[O:23]2)[O:26][C:25]([CH3:28])([CH3:27])[C:24]([CH3:30])([CH3:29])[O:23]1.C([O-])(=O)C.[K+]. Product: [C:1]12([NH:11][S:12]([C:15]3[CH:20]=[CH:19][C:18]([B:22]4[O:26][C:25]([CH3:28])([CH3:27])[C:24]([CH3:30])([CH3:29])[O:23]4)=[CH:17][N:16]=3)(=[O:14])=[O:13])[CH2:10][CH:5]3[CH2:6][CH:7]([CH2:9][CH:3]([CH2:4]3)[CH2:2]1)[CH2:8]2. The catalyst class is: 155.